This data is from Experimentally validated miRNA-target interactions with 360,000+ pairs, plus equal number of negative samples. The task is: Binary Classification. Given a miRNA mature sequence and a target amino acid sequence, predict their likelihood of interaction. The miRNA is hsa-miR-1268a with sequence CGGGCGUGGUGGUGGGGG. The protein sequence of the target gene is MSRIYHDGALRNKAVQSVRLPGAWDPAAHQGGNGVLLEGELIDVSRHSILDTHGRKERYYVLYIRPSHIHRRKFDAKGNEIEPNFSATRKVNTGFLMSSYKVEAKGDTDRLTPEALKGLVNKPELLALTESLTPDHTVAFWMPESEMEVMELELGAGVRLKTRGDGPFLDSLAKLEAGTVTKCNFTGDGKTGASWTDNIMAQKCSKGAAAEIREQGDGAEDEEWDD. Result: 0 (no interaction).